The task is: Regression. Given two drug SMILES strings and cell line genomic features, predict the synergy score measuring deviation from expected non-interaction effect.. This data is from NCI-60 drug combinations with 297,098 pairs across 59 cell lines. Drug 1: CC1=C(C(=CC=C1)Cl)NC(=O)C2=CN=C(S2)NC3=CC(=NC(=N3)C)N4CCN(CC4)CCO. Drug 2: CC12CCC3C(C1CCC2O)C(CC4=C3C=CC(=C4)O)CCCCCCCCCS(=O)CCCC(C(F)(F)F)(F)F. Cell line: ACHN. Synergy scores: CSS=27.1, Synergy_ZIP=-4.83, Synergy_Bliss=-0.894, Synergy_Loewe=-47.0, Synergy_HSA=-2.62.